This data is from Catalyst prediction with 721,799 reactions and 888 catalyst types from USPTO. The task is: Predict which catalyst facilitates the given reaction. (1) Product: [N+:1]([C:4]1[CH:5]=[C:6]([CH:7]=[O:8])[CH:10]=[CH:11][CH:12]=1)([O-:3])=[O:2]. Reactant: [N+:1]([C:4]1[CH:5]=[C:6]([CH:10]=[CH:11][CH:12]=1)[C:7](Cl)=[O:8])([O-:3])=[O:2].C1(SC)C=CC=CC=1.[Cl-].[Cl-].[Cl-].[Al+3]. The catalyst class is: 26. (2) Reactant: [Si:1]([O:8][C@H:9]1[C@@H:13]([O:14][Si:15]([C:18]([CH3:21])([CH3:20])[CH3:19])([CH3:17])[CH3:16])[C@H:12]([N:22]2[CH:27]=[CH:26][C:25](=[O:28])[N:24]([CH2:29][C:30]3[CH:35]=[CH:34][C:33]([O:36][CH3:37])=[CH:32][CH:31]=3)[C:23]2=[O:38])[O:11][CH:10]1[C@H:39]([OH:71])[C@@H:40]([C:64]([O:66][C:67]([CH3:70])([CH3:69])[CH3:68])=[O:65])[NH:41][CH2:42][CH2:43][CH2:44][NH:45][C:46](=[O:63])[C@H:47]([CH2:59][CH:60]([CH3:62])[CH3:61])[NH:48]C(=O)OCC1C=CC=CC=1)([C:4]([CH3:7])([CH3:6])[CH3:5])([CH3:3])[CH3:2]. Product: [NH2:48][C@@H:47]([CH2:59][CH:60]([CH3:62])[CH3:61])[C:46]([NH:45][CH2:44][CH2:43][CH2:42][NH:41][C@@H:40]([C@H:39]([CH:10]1[C@@H:9]([O:8][Si:1]([C:4]([CH3:5])([CH3:6])[CH3:7])([CH3:3])[CH3:2])[C@@H:13]([O:14][Si:15]([C:18]([CH3:19])([CH3:20])[CH3:21])([CH3:16])[CH3:17])[C@H:12]([N:22]2[CH:27]=[CH:26][C:25](=[O:28])[N:24]([CH2:29][C:30]3[CH:31]=[CH:32][C:33]([O:36][CH3:37])=[CH:34][CH:35]=3)[C:23]2=[O:38])[O:11]1)[OH:71])[C:64]([O:66][C:67]([CH3:69])([CH3:70])[CH3:68])=[O:65])=[O:63]. The catalyst class is: 19.